Dataset: Catalyst prediction with 721,799 reactions and 888 catalyst types from USPTO. Task: Predict which catalyst facilitates the given reaction. (1) The catalyst class is: 7. Product: [CH3:35][C:36]1[CH:44]=[CH:43][C:39]([C:40]([O:23][CH2:22][N:21]2[C:20]3[CH:24]=[CH:25][CH:26]=[CH:27][C:19]=3[N:18]=[C:17]2[S:15]([CH2:14][C:3]2[C:2]([CH3:1])=[C:7]([O:8][CH2:9][C:10]([F:12])([F:11])[F:13])[CH:6]=[CH:5][N:4]=2)=[O:16])=[O:41])=[CH:38][CH:37]=1. Reactant: [CH3:1][C:2]1[C:3]([CH2:14][S:15]([C:17]2[N:21]([CH2:22][OH:23])[C:20]3[CH:24]=[CH:25][CH:26]=[CH:27][C:19]=3[N:18]=2)=[O:16])=[N:4][CH:5]=[CH:6][C:7]=1[O:8][CH2:9][C:10]([F:13])([F:12])[F:11].C(N(CC)CC)C.[CH3:35][C:36]1[CH:44]=[CH:43][C:39]([C:40](Cl)=[O:41])=[CH:38][CH:37]=1.C(OCC)(=O)C. (2) Reactant: [F:1][C:2]1[CH:3]=[CH:4][C:5]([OH:10])=[C:6]([CH:9]=1)[CH2:7][OH:8].Cl[CH2:12][C:13]1[CH:18]=[CH:17][C:16]([C:19]2[CH:24]=[CH:23][C:22]([C:25]([F:28])([F:27])[F:26])=[CH:21][CH:20]=2)=[CH:15][CH:14]=1.C(=O)([O-])[O-].[K+].[K+]. Product: [F:1][C:2]1[CH:3]=[CH:4][C:5]([O:10][CH2:12][C:13]2[CH:14]=[CH:15][C:16]([C:19]3[CH:24]=[CH:23][C:22]([C:25]([F:26])([F:27])[F:28])=[CH:21][CH:20]=3)=[CH:17][CH:18]=2)=[C:6]([CH2:7][OH:8])[CH:9]=1. The catalyst class is: 10. (3) Reactant: [C:1]([CH2:4][CH2:5][C:6]1[C:11]([C:12](O)=[O:13])=[C:10]([OH:15])[C:9]([CH3:16])=[N:8][CH:7]=1)([OH:3])=[O:2].Cl. Product: [OH:15][C:10]1[C:11]([CH2:12][OH:13])=[C:6]([CH:5]=[CH:4][C:1]([OH:3])=[O:2])[CH:7]=[N:8][C:9]=1[CH3:16]. The catalyst class is: 5. (4) Reactant: C([O:9][CH2:10][C@@H:11]1[C:15]([O:17]C(=O)C)([CH3:16])[C@:14]([F:22])([CH3:21])[CH:13]([N:23]2[CH:28]=[CH:27][C:26](=[O:29])[NH:25][C:24]2=[O:30])[O:12]1)(=O)C1C=CC=CC=1.CO. Product: [F:22][C:14]1([CH3:21])[C@@:15]([OH:17])([CH3:16])[CH:11]([CH2:10][OH:9])[O:12][C@H:13]1[N:23]1[CH:28]=[CH:27][C:26](=[O:29])[NH:25][C:24]1=[O:30]. The catalyst class is: 328. (5) Reactant: [C:1]([O:4][CH2:5][C@@H:6]1[C@@H:11]([O:12][C:13](=[O:15])[CH3:14])[C@H:10]([O:16][C:17](=[O:19])[CH3:18])[C@H:9]([O:20][C:21](=[O:23])[CH3:22])[C@@H:8]([C:24]2[CH:29]=[CH:28][CH:27]=[C:26]([C:30]#[C:31][C@@H:32]3[C@@H:37]([O:38]CC4C=CC=CC=4)[C@@H:36]([O:46]CC4C=CC=CC=4)[C@H:35]([O:54]CC4C=CC=CC=4)[C@@H:34]([CH2:62][O:63]CC4C=CC=CC=4)[O:33]3)[CH:25]=2)[O:7]1)(=[O:3])[CH3:2].[Si](I)(C)(C)C. Product: [C:13]([O:12][C@H:11]1[C@H:10]([O:16][C:17](=[O:19])[CH3:18])[C@H:9]([O:20][C:21](=[O:23])[CH3:22])[C@@H:8]([C:24]2[CH:29]=[CH:28][CH:27]=[C:26]([C:30]#[C:31][C@@H:32]3[C@@H:37]([OH:38])[C@@H:36]([OH:46])[C@H:35]([OH:54])[C@@H:34]([CH2:62][OH:63])[O:33]3)[CH:25]=2)[O:7][C@@H:6]1[CH2:5][O:4][C:1](=[O:3])[CH3:2])(=[O:15])[CH3:14]. The catalyst class is: 23.